Dataset: Catalyst prediction with 721,799 reactions and 888 catalyst types from USPTO. Task: Predict which catalyst facilitates the given reaction. (1) Reactant: [CH2:1]([C:10]1[CH:15]=[C:14]([Cl:16])[CH:13]=[CH:12][C:11]=1[OH:17])[C:2]1[CH:7]=[C:6]([Cl:8])[CH:5]=[CH:4][C:3]=1[OH:9].C(=O)([O-])[O-].[Li+].[Li+].[CH2:24]([O:31][C:32](=[O:35])[CH2:33]Br)[C:25]1[CH:30]=[CH:29][CH:28]=[CH:27][CH:26]=1. Product: [CH2:24]([O:31][C:32](=[O:35])[CH2:33][O:17][C:11]1[CH:12]=[CH:13][C:14]([Cl:16])=[CH:15][C:10]=1[CH2:1][C:2]1[CH:7]=[C:6]([Cl:8])[CH:5]=[CH:4][C:3]=1[OH:9])[C:25]1[CH:30]=[CH:29][CH:28]=[CH:27][CH:26]=1. The catalyst class is: 3. (2) Product: [C:1]([O:38][CH2:37][C:30]1[CH:31]=[C:32]([F:36])[C:33]([F:35])=[CH:34][C:29]=1[C:13]1[CH:14]=[C:15]2[C:10](=[CH:11][CH:12]=1)[N:9]=[C:8]([NH2:7])[N:17]=[C:16]2[C:18]([N:20]1[CH2:21][C:22]2[C:27](=[CH:26][CH:25]=[CH:24][CH:23]=2)[CH2:28]1)=[O:19])(=[O:5])[CH:2]([CH3:4])[CH3:3]. The catalyst class is: 468. Reactant: [C:1](Cl)(=[O:5])[CH:2]([CH3:4])[CH3:3].[NH2:7][C:8]1[N:17]=[C:16]([C:18]([N:20]2[CH2:28][C:27]3[C:22](=[CH:23][CH:24]=[CH:25][CH:26]=3)[CH2:21]2)=[O:19])[C:15]2[C:10](=[CH:11][CH:12]=[C:13]([C:29]3[CH:34]=[C:33]([F:35])[C:32]([F:36])=[CH:31][C:30]=3[CH2:37][OH:38])[CH:14]=2)[N:9]=1.C(OCC)(=O)C.O. (3) Reactant: [Cl:1][C:2]1[CH:3]=[C:4]([CH:8]([CH3:21])[CH2:9]C2C=CC=C3C(NC(=O)C=23)=O)[CH:5]=[CH:6][CH:7]=1.O.[NH2:23]N. The catalyst class is: 5. Product: [Cl:1][C:2]1[CH:3]=[C:4]([CH:8]([CH3:21])[CH2:9][NH2:23])[CH:5]=[CH:6][CH:7]=1. (4) Product: [CH2:1]([O:8][C:9]1[CH:14]=[CH:13][C:12]([CH:15]([OH:16])[CH2:17][NH:29][CH2:28][C:18]23[CH2:27][CH:22]4[CH2:21][CH:20]([CH2:26][CH:24]([CH2:23]4)[CH2:25]2)[CH2:19]3)=[CH:11][CH:10]=1)[C:2]1[CH:7]=[CH:6][CH:5]=[CH:4][CH:3]=1. The catalyst class is: 32. Reactant: [CH2:1]([O:8][C:9]1[CH:14]=[CH:13][C:12]([CH:15]2[CH2:17][O:16]2)=[CH:11][CH:10]=1)[C:2]1[CH:7]=[CH:6][CH:5]=[CH:4][CH:3]=1.[C:18]12([CH2:28][NH2:29])[CH2:27][CH:22]3[CH2:23][CH:24]([CH2:26][CH:20]([CH2:21]3)[CH2:19]1)[CH2:25]2. (5) Reactant: [Cl:1][C:2]1[C:7]([Cl:8])=[CH:6][CH:5]=[CH:4][C:3]=1[N:9]1[CH2:14][CH2:13][N:12]([CH2:15][CH2:16][CH2:17][CH2:18][O:19][C:20]2[CH:29]=[C:28]3[C:23]([CH2:24][CH2:25][C:26](=[O:32])[N:27]3[CH2:30][OH:31])=[CH:22][CH:21]=2)[CH2:11][CH2:10]1.C(N(CC)CC)C.CS(Cl)(=O)=O.[C:45]([NH:48][CH2:49][CH2:50][CH2:51][C:52](O)=[O:53])(=[O:47])[CH3:46]. Product: [C:45]([NH:48][CH2:49][CH2:50][CH2:51][C:52]([O:31][CH2:30][N:27]1[C:28]2[C:23](=[CH:22][CH:21]=[C:20]([O:19][CH2:18][CH2:17][CH2:16][CH2:15][N:12]3[CH2:13][CH2:14][N:9]([C:3]4[CH:4]=[CH:5][CH:6]=[C:7]([Cl:8])[C:2]=4[Cl:1])[CH2:10][CH2:11]3)[CH:29]=2)[CH2:24][CH2:25][C:26]1=[O:32])=[O:53])(=[O:47])[CH3:46]. The catalyst class is: 4. (6) Reactant: O=[C:2]1[CH2:7][CH2:6][N:5]([C:8]([O:10][C:11]([CH3:14])([CH3:13])[CH3:12])=[O:9])[CH2:4][CH2:3]1.[F:15][C:16]1[CH:22]=[CH:21][C:19]([NH2:20])=[CH:18][C:17]=1[O:23][CH3:24].C(O[BH-](OC(=O)C)OC(=O)C)(=O)C.[Na+]. Product: [F:15][C:16]1[CH:22]=[CH:21][C:19]([NH:20][CH:2]2[CH2:7][CH2:6][N:5]([C:8]([O:10][C:11]([CH3:14])([CH3:13])[CH3:12])=[O:9])[CH2:4][CH2:3]2)=[CH:18][C:17]=1[O:23][CH3:24]. The catalyst class is: 2. (7) Reactant: Cl.Cl.[S:3]1[C:7]2[CH:8]=[CH:9][CH:10]=[CH:11][C:6]=2[N:5]=[C:4]1[NH:12][C:13]([C:15]1[CH:16]=[CH:17][CH:18]=[C:19]2[C:24]=1[CH2:23][NH:22][CH2:21][CH2:20]2)=[O:14].[Cl:25][C:26]1[C:27]([C:36]([OH:38])=[O:37])=[N:28][C:29](S(C)(=O)=O)=[N:30][CH:31]=1.C(=O)([O-])[O-].[Cs+].[Cs+]. Product: [S:3]1[C:7]2[CH:8]=[CH:9][CH:10]=[CH:11][C:6]=2[N:5]=[C:4]1[NH:12][C:13]([C:15]1[CH:16]=[CH:17][CH:18]=[C:19]2[C:24]=1[CH2:23][N:22]([C:29]1[N:28]=[C:27]([C:36]([OH:38])=[O:37])[C:26]([Cl:25])=[CH:31][N:30]=1)[CH2:21][CH2:20]2)=[O:14]. The catalyst class is: 16.